Dataset: Reaction yield outcomes from USPTO patents with 853,638 reactions. Task: Predict the reaction yield, written as a fraction of the theoretical maximum amount of product (1.0 means a 100% yield; for example, 0.34 means a 34% yield). (1) The reactants are [C:1]([C:3]1[CH:8]=[CH:7][C:6]([C@@H:9]2[CH2:11][C@H:10]2[C:12]([OH:14])=O)=[CH:5][CH:4]=1)#[N:2].[CH2:15](N(C(C)C)C(C)C)[CH3:16].CN(C(ON1N=[N:39][C:34]2[CH:35]=[CH:36][CH:37]=[N:38][C:33]1=2)=[N+](C)C)C.F[P-](F)(F)(F)(F)F.[CH3:48]O. The catalyst is CN(C=O)C.C(Cl)Cl. The product is [CH:37]1([N:38]2[CH2:33][CH2:34][N:39]([C:12]([C@@H:10]3[CH2:11][C@H:9]3[C:6]3[CH:5]=[CH:4][C:3]([C:1]#[N:2])=[CH:8][CH:7]=3)=[O:14])[CH2:16][CH2:15]2)[CH2:36][CH2:35][CH2:48]1. The yield is 0.688. (2) The reactants are Br[C:2]1[CH:11]=[C:10]2[C:5]([C:6]([N:13]3[CH2:18][CH2:17][O:16][CH2:15][CH2:14]3)=[N:7][C:8]([Cl:12])=[N:9]2)=[CH:4][C:3]=1[F:19].[N:20]1[CH:25]=[CH:24][CH:23]=[C:22](B(O)O)[CH:21]=1.C(=O)([O-])[O-].[Na+].[Na+].CN(C=O)C. The catalyst is Cl[Pd](Cl)([P](C1C=CC=CC=1)(C1C=CC=CC=1)C1C=CC=CC=1)[P](C1C=CC=CC=1)(C1C=CC=CC=1)C1C=CC=CC=1.O. The product is [Cl:12][C:8]1[N:7]=[C:6]([N:13]2[CH2:18][CH2:17][O:16][CH2:15][CH2:14]2)[C:5]2[C:10](=[CH:11][C:2]([C:22]3[CH:21]=[N:20][CH:25]=[CH:24][CH:23]=3)=[C:3]([F:19])[CH:4]=2)[N:9]=1. The yield is 0.910. (3) The reactants are [F:1][C:2]1[CH:7]=[C:6]([F:8])[CH:5]=[CH:4][C:3]=1[C:9]1[C:13]([C:14]2[CH:15]=[CH:16][C:17]3[N:18]([C:20]([CH:23]([CH3:25])[CH3:24])=[N:21][N:22]=3)[N:19]=2)=[CH:12][N:11]([CH:26]2[CH2:30][CH2:29][NH:28][CH2:27]2)[N:10]=1.CCN(C(C)C)C(C)C.[CH3:40][S:41](Cl)(=[O:43])=[O:42]. The catalyst is C(Cl)Cl. The product is [F:1][C:2]1[CH:7]=[C:6]([F:8])[CH:5]=[CH:4][C:3]=1[C:9]1[C:13]([C:14]2[CH:15]=[CH:16][C:17]3[N:18]([C:20]([CH:23]([CH3:24])[CH3:25])=[N:21][N:22]=3)[N:19]=2)=[CH:12][N:11]([CH:26]2[CH2:30][CH2:29][N:28]([S:41]([CH3:40])(=[O:43])=[O:42])[CH2:27]2)[N:10]=1. The yield is 0.960. (4) The reactants are [CH3:1][N:2]1[C:10]([CH2:11][O:12][C:13]([C:26]2[CH:31]=[CH:30][CH:29]=[CH:28][CH:27]=2)([C:20]2[CH:25]=[CH:24][CH:23]=[CH:22][CH:21]=2)[C:14]2[CH:19]=[CH:18][CH:17]=[CH:16][CH:15]=2)=[C:9]2[C:4]([CH:5]=[C:6]([N+:32]([O-])=O)[CH:7]=[CH:8]2)=[N:3]1.[H-].[H-].[H-].[H-].[Li+].[Al+3]. The catalyst is C1COCC1. The product is [CH3:1][N:2]1[C:10]([CH2:11][O:12][C:13]([C:26]2[CH:31]=[CH:30][CH:29]=[CH:28][CH:27]=2)([C:20]2[CH:21]=[CH:22][CH:23]=[CH:24][CH:25]=2)[C:14]2[CH:19]=[CH:18][CH:17]=[CH:16][CH:15]=2)=[C:9]2[C:4]([CH:5]=[C:6]([NH2:32])[CH:7]=[CH:8]2)=[N:3]1. The yield is 1.08. (5) The reactants are [CH3:1][O:2][C:3]1[CH:4]=[C:5]([P:12](=[O:15])([CH3:14])[CH3:13])[CH:6]=[CH:7][C:8]=1[N+:9]([O-])=O. The catalyst is CCO.[Pd]. The product is [CH3:14][P:12]([C:5]1[CH:6]=[CH:7][C:8]([NH2:9])=[C:3]([O:2][CH3:1])[CH:4]=1)([CH3:13])=[O:15]. The yield is 0.860. (6) The reactants are [C:1]([O:8]C([O-])=O)(=O)[O:2][C:3]([CH3:6])([CH3:5])[CH3:4].[CH3:12][C:13]1([CH3:29])[C:17]([CH3:19])([CH3:18])[O:16][B:15]([C:20]2[CH:28]=[C:27]3[C:23]([CH2:24][CH2:25]C3)=[CH:22][CH:21]=2)[O:14]1.C([N:33](CC)C(C)C)(C)C. The catalyst is CN(C1C=CN=CC=1)C.ClCCl. The product is [CH3:6][C:3]([CH3:4])([O:2][C:1]([N:33]1[C:27]2[C:23](=[CH:22][CH:21]=[C:20]([B:15]3[O:14][C:13]([CH3:29])([CH3:12])[C:17]([CH3:19])([CH3:18])[O:16]3)[CH:28]=2)[CH:24]=[CH:25]1)=[O:8])[CH3:5]. The yield is 0.870.